From a dataset of Catalyst prediction with 721,799 reactions and 888 catalyst types from USPTO. Predict which catalyst facilitates the given reaction. (1) Reactant: Cl.[CH2:2]([O:9][C:10]([NH:12][CH2:13][CH2:14][CH2:15][C@@H:16]([C:18]([NH:20][C@H:21]1[CH2:25][CH2:24][CH2:23][C@H:22]1[C:26]([O:28][CH2:29][C:30](=[O:37])[C:31]1[CH:36]=[CH:35][CH:34]=[CH:33][CH:32]=1)=[O:27])=[O:19])[NH2:17])=[O:11])[C:3]1[CH:8]=[CH:7][CH:6]=[CH:5][CH:4]=1.[Cl:38][C:39]1[CH:46]=[CH:45][C:42]([CH:43]=O)=[CH:41][CH:40]=1.C([O-])(=O)C.[Na+].[BH4-].[Na+].C(=O)(O)[O-].[Na+]. Product: [CH2:2]([O:9][C:10]([NH:12][CH2:13][CH2:14][CH2:15][C@@H:16]([C:18]([NH:20][C@H:21]1[CH2:25][CH2:24][CH2:23][C@H:22]1[C:26]([O:28][CH2:29][C:30](=[O:37])[C:31]1[CH:32]=[CH:33][CH:34]=[CH:35][CH:36]=1)=[O:27])=[O:19])[NH:17][CH2:43][C:42]1[CH:45]=[CH:46][C:39]([Cl:38])=[CH:40][CH:41]=1)=[O:11])[C:3]1[CH:4]=[CH:5][CH:6]=[CH:7][CH:8]=1. The catalyst class is: 2. (2) Reactant: [NH2:1][C:2]12[C:20](=[O:21])[C:19]3[C:14](=[CH:15][CH:16]=[CH:17][CH:18]=3)[C:3]1([OH:22])[O:4][C:5]1[C:10]2=[CH:9][CH:8]=[C:7]([CH:11]([CH3:13])[CH3:12])[CH:6]=1.C(N(CC)CC)C.Cl[C:31](Cl)([O:33]C(=O)OC(Cl)(Cl)Cl)Cl. Product: [OH:22][C:3]12[C:14]3[C:19](=[CH:18][CH:17]=[CH:16][CH:15]=3)[C:20](=[O:21])[C:2]1([N:1]=[C:31]=[O:33])[C:10]1[C:5]([O:4]2)=[CH:6][C:7]([CH:11]([CH3:13])[CH3:12])=[CH:8][CH:9]=1. The catalyst class is: 11. (3) Reactant: CO[C:3](=[O:17])[C:4]1[CH:13]=[C:12]([N+:14]([O-:16])=[O:15])[CH:11]=[C:6]([C:7]([O:9]C)=O)[CH:5]=1.[CH2:18]([CH2:20][NH2:21])[OH:19]. Product: [OH:19][CH2:18][CH2:20][NH:21][C:7]([C:6]1[CH:11]=[C:12]([N+:14]([O-:16])=[O:15])[CH:13]=[C:4]([C:3]([NH:21][CH2:20][CH2:18][OH:19])=[O:17])[CH:5]=1)=[O:9]. The catalyst class is: 5.